Dataset: Forward reaction prediction with 1.9M reactions from USPTO patents (1976-2016). Task: Predict the product of the given reaction. (1) Given the reactants [F:1][C:2]1[CH:27]=[CH:26][C:5]([CH2:6][NH:7][C:8]([C:10]2[C:11](=[O:25])[N:12]([CH2:21][CH2:22][NH:23][CH3:24])[C:13]3[C:18]([C:19]=2[OH:20])=[N:17][CH:16]=[CH:15][CH:14]=3)=[O:9])=[C:4]([S:28]([CH3:31])(=[O:30])=[O:29])[CH:3]=1.[CH3:32][N:33]([CH3:37])[C:34](Cl)=[O:35], predict the reaction product. The product is: [F:1][C:2]1[CH:27]=[CH:26][C:5]([CH2:6][NH:7][C:8]([C:10]2[C:11](=[O:25])[N:12]([CH2:21][CH2:22][N:23]([C:34]([N:33]([CH3:37])[CH3:32])=[O:35])[CH3:24])[C:13]3[C:18]([C:19]=2[OH:20])=[N:17][CH:16]=[CH:15][CH:14]=3)=[O:9])=[C:4]([S:28]([CH3:31])(=[O:30])=[O:29])[CH:3]=1. (2) Given the reactants Cl[C:2]1[CH:3]=[C:4]([CH:14]=[CH:15][N:16]=1)[C:5]([N:7]([CH2:11][CH2:12][CH3:13])[CH2:8][CH2:9][CH3:10])=[O:6].C(N(CC)CC)C.CN([CH:27]=[O:28])C.[OH2:29], predict the reaction product. The product is: [CH2:8]([N:7]([CH2:11][CH2:12][CH3:13])[C:5]([C:4]1[CH:14]=[CH:15][N:16]=[C:2]([C:27]([OH:28])=[O:29])[CH:3]=1)=[O:6])[CH2:9][CH3:10]. (3) Given the reactants Br[C:2]1[CH:3]=[N:4][CH:5]=[C:6]([N+:9]([O-:11])=[O:10])[C:7]=1[NH2:8].[N:12]1[CH:17]=[CH:16][CH:15]=[C:14](B(O)O)[CH:13]=1.C([O-])([O-])=O.[Na+].[Na+], predict the reaction product. The product is: [N+:9]([C:6]1[C:7]([NH2:8])=[C:2]([C:14]2[CH:13]=[N:12][CH:17]=[CH:16][CH:15]=2)[CH:3]=[N:4][CH:5]=1)([O-:11])=[O:10].